From a dataset of Forward reaction prediction with 1.9M reactions from USPTO patents (1976-2016). Predict the product of the given reaction. (1) Given the reactants [F:1][C:2]([F:9])([F:8])[C:3]1[CH:4]=[N:5][NH:6][CH:7]=1.[CH2:10]=[O:11], predict the reaction product. The product is: [F:1][C:2]([F:9])([F:8])[C:3]1[CH:4]=[N:5][N:6]([CH2:10][OH:11])[CH:7]=1. (2) Given the reactants [CH3:1][O:2][C:3]1[CH:4]=[C:5]([CH2:11][C:12](=O)[C:13]([F:16])([F:15])[F:14])[CH:6]=[CH:7][C:8]=1[O:9][CH3:10].Cl.[NH2:19][OH:20].C([O-])(=O)C.[Na+], predict the reaction product. The product is: [CH3:1][O:2][C:3]1[CH:4]=[C:5]([CH2:11][C:12](=[N:19][OH:20])[C:13]([F:16])([F:15])[F:14])[CH:6]=[CH:7][C:8]=1[O:9][CH3:10]. (3) The product is: [N:23]1([CH2:22][CH2:21][O:1][C:2]2[CH:3]=[CH:4][C:5]([N:8]3[C:16](=[O:17])[C:15]4[C:10](=[CH:11][CH:12]=[CH:13][CH:14]=4)[C:9]3=[O:18])=[CH:6][CH:7]=2)[CH2:28][CH2:27][CH2:26][CH2:25][CH2:24]1. Given the reactants [OH:1][C:2]1[CH:7]=[CH:6][C:5]([N:8]2[C:16](=[O:17])[C:15]3[C:10](=[CH:11][CH:12]=[CH:13][CH:14]=3)[C:9]2=[O:18])=[CH:4][CH:3]=1.Cl.Cl[CH2:21][CH2:22][N:23]1[CH2:28][CH2:27][CH2:26][CH2:25][CH2:24]1.C([O-])([O-])=O.[K+].[K+], predict the reaction product. (4) Given the reactants [CH3:1][O:2][C:3]1[CH:4]=[C:5]2[C:9](=[CH:10][CH:11]=1)[NH:8][CH:7]=[C:6]2[CH:12]1[CH2:16][CH2:15][NH:14][CH2:13]1.O.[C:18]([OH:22])(=[O:21])[CH:19]=O, predict the reaction product. The product is: [CH3:1][O:2][C:3]1[CH:4]=[C:5]2[C:9](=[CH:10][CH:11]=1)[NH:8][C:7]1[CH:19]([C:18]([OH:22])=[O:21])[N:14]3[CH2:13][CH:12]([C:6]2=1)[CH2:16][CH2:15]3. (5) Given the reactants [C:1]([C:3]1[CH:4]=[C:5]2[C:9](=[CH:10][CH:11]=1)[N:8]([CH2:12][CH2:13][CH2:14][C:15]([O:17][CH2:18][CH3:19])=[O:16])[N:7]=[CH:6]2)#[N:2].Cl.[NH2:21][OH:22].C(=O)(O)[O-].[Na+], predict the reaction product. The product is: [OH:22][NH:21][C:1](=[NH:2])[C:3]1[CH:4]=[C:5]2[C:9](=[CH:10][CH:11]=1)[N:8]([CH2:12][CH2:13][CH2:14][C:15]([O:17][CH2:18][CH3:19])=[O:16])[N:7]=[CH:6]2. (6) The product is: [C:1]([O:5][C:6](=[O:7])[NH:8][CH2:9][C:10]([N:31]1[CH2:30][CH2:29][CH2:28][CH:33]1[C:39](=[O:13])[NH2:36])=[O:12])([CH3:2])([CH3:3])[CH3:4]. Given the reactants [C:1]([O:5][C:6]([NH:8][CH2:9][C:10]([OH:12])=O)=[O:7])([CH3:4])([CH3:3])[CH3:2].[OH:13]N1C2C=CC=CC=2N=N1.C(N=C=N[CH2:28][CH2:29][CH2:30][N:31]([CH3:33])C)C.C([N:36]([CH2:39]C)CC)C, predict the reaction product. (7) The product is: [NH2:1][C:2]1[N:3]=[CH:4][C:5]([C:28]2[CH:29]=[CH:30][C:25]([C:23]([NH:22][CH2:16][C:17]3[O:21][CH:20]=[CH:19][CH:18]=3)=[O:24])=[CH:26][CH:27]=2)=[N:6][C:7]=1[C:8]1[CH:13]=[CH:12][C:11]([OH:14])=[CH:10][CH:9]=1. Given the reactants [NH2:1][C:2]1[C:7]([C:8]2[CH:13]=[CH:12][C:11]([OH:14])=[CH:10][CH:9]=2)=[N:6][C:5](Br)=[CH:4][N:3]=1.[CH2:16]([NH:22][C:23]([C:25]1[CH:30]=[CH:29][C:28](B(O)O)=[CH:27][CH:26]=1)=[O:24])[C:17]1[O:21][CH:20]=[CH:19][CH:18]=1.C([O-])([O-])=O.[Na+].[Na+], predict the reaction product. (8) The product is: [C:18]1([CH:10]([C:7]2[O:6][C:5]([Si:4]([CH:1]([CH3:3])[CH3:2])([CH:12]([CH3:14])[CH3:13])[CH:15]([CH3:17])[CH3:16])=[N:9][CH:8]=2)[OH:11])[CH:23]=[CH:22][CH:21]=[CH:20][CH:19]=1. Given the reactants [CH:1]([Si:4]([CH:15]([CH3:17])[CH3:16])([CH:12]([CH3:14])[CH3:13])[C:5]1[O:6][C:7]([CH:10]=[O:11])=[CH:8][N:9]=1)([CH3:3])[CH3:2].[C:18]1([Mg]Br)[CH:23]=[CH:22][CH:21]=[CH:20][CH:19]=1.[NH4+].[Cl-].ClCCl, predict the reaction product. (9) Given the reactants [N:1](=[C:3]([C:9]1[CH:14]=[CH:13][CH:12]=[CH:11][CH:10]=1)[CH2:4][CH2:5][C:6]([OH:8])=O)[OH:2].Cl.Cl.[CH:17]([N:20]1[CH2:25][CH2:24][NH:23][CH2:22][CH2:21]1)([CH3:19])[CH3:18], predict the reaction product. The product is: [CH:17]([N:20]1[CH2:25][CH2:24][N:23]([C:6](=[O:8])[CH2:5][CH2:4][C:3]([C:9]2[CH:14]=[CH:13][CH:12]=[CH:11][CH:10]=2)=[N:1][OH:2])[CH2:22][CH2:21]1)([CH3:19])[CH3:18]. (10) Given the reactants [F:1][C:2]1[CH:3]=[C:4]([CH:9]=[C:10]([C:14]2[CH:19]=[CH:18][C:17]([F:20])=[CH:16][CH:15]=2)[C:11]([OH:13])=O)[CH:5]=[CH:6][C:7]=1[F:8].CCN=C=NCCCN(C)C.C1C=CC2N(O)N=NC=2C=1.[NH2:42][CH2:43][C:44]1[CH:59]=[CH:58][C:47]([C:48]([NH:50][C:51]2[CH:56]=[CH:55][CH:54]=[CH:53][C:52]=2[NH2:57])=[O:49])=[CH:46][CH:45]=1, predict the reaction product. The product is: [NH2:57][C:52]1[CH:53]=[CH:54][CH:55]=[CH:56][C:51]=1[NH:50][C:48](=[O:49])[C:47]1[CH:46]=[CH:45][C:44]([CH2:43][NH:42][C:11](=[O:13])[C:10]([C:14]2[CH:19]=[CH:18][C:17]([F:20])=[CH:16][CH:15]=2)=[CH:9][C:4]2[CH:5]=[CH:6][C:7]([F:8])=[C:2]([F:1])[CH:3]=2)=[CH:59][CH:58]=1.